From a dataset of P-glycoprotein inhibition data for predicting drug efflux from Broccatelli et al.. Regression/Classification. Given a drug SMILES string, predict its absorption, distribution, metabolism, or excretion properties. Task type varies by dataset: regression for continuous measurements (e.g., permeability, clearance, half-life) or binary classification for categorical outcomes (e.g., BBB penetration, CYP inhibition). Dataset: pgp_broccatelli. (1) The molecule is COc1cccc(CCc2ccccc2NCc2cc(OC)cc(OC)c2)c1. The result is 1 (inhibitor). (2) The molecule is COc1cc([C@H]2c3cc4c(cc3[C@H](O[C@@H]3O[C@@H]5CO[C@@H](C)O[C@H]5[C@@H](O)[C@@H]3O)[C@H]3COC(=O)[C@H]23)OCO4)cc(OC)c1O. The result is 0 (non-inhibitor). (3) The compound is O=C1CN=C(c2ccccc2)c2cc(Cl)ccc2N1. The result is 0 (non-inhibitor).